From a dataset of Full USPTO retrosynthesis dataset with 1.9M reactions from patents (1976-2016). Predict the reactants needed to synthesize the given product. (1) Given the product [CH:3]1([C:9](=[O:17])[CH:10]=[CH:21][C:20]2[C:23]([C:27]3[N:28]=[CH:29][N:30]([C:32]([C:33]4[CH:34]=[CH:35][CH:36]=[CH:37][CH:38]=4)([C:45]4[CH:46]=[CH:47][CH:48]=[CH:49][CH:50]=4)[C:39]4[CH:44]=[CH:43][CH:42]=[CH:41][CH:40]=4)[CH:31]=3)=[CH:24][CH:25]=[CH:26][C:19]=2[F:18])[CH2:8][CH2:7][CH2:6][CH2:5][CH2:4]1, predict the reactants needed to synthesize it. The reactants are: [H-].[Na+].[CH:3]1([C:9](=[O:17])[CH2:10]P(=O)(OC)OC)[CH2:8][CH2:7][CH2:6][CH2:5][CH2:4]1.[F:18][C:19]1[CH:26]=[CH:25][CH:24]=[C:23]([C:27]2[N:28]=[CH:29][N:30]([C:32]([C:45]3[CH:50]=[CH:49][CH:48]=[CH:47][CH:46]=3)([C:39]3[CH:44]=[CH:43][CH:42]=[CH:41][CH:40]=3)[C:33]3[CH:38]=[CH:37][CH:36]=[CH:35][CH:34]=3)[CH:31]=2)[C:20]=1[CH:21]=O. (2) Given the product [N+:15]([O-:18])([O-:17])=[O:16].[Ce+3:5].[N+:15]([O-:18])([O-:17])=[O:16].[N+:15]([O-:18])([O-:17])=[O:16], predict the reactants needed to synthesize it. The reactants are: C(=O)([O-])[O-].[Ce+3:5].C(=O)([O-])[O-].C(=O)([O-])[O-].[Ce+3].[N+:15]([O-:18])([O-:17])=[O:16].OO.N. (3) Given the product [CH:22]1([NH:25][C:18]([C:14]2[S:13][C:12](/[CH:11]=[CH:10]/[C:9]3[C:5]([CH2:1][CH2:2][CH2:3][CH3:4])=[N:6][O:7][C:8]=3[CH3:21])=[N:16][C:15]=2[CH3:17])=[O:20])[CH2:24][CH2:23]1, predict the reactants needed to synthesize it. The reactants are: [CH2:1]([C:5]1[C:9](/[CH:10]=[CH:11]/[C:12]2[S:13][C:14]([C:18]([OH:20])=O)=[C:15]([CH3:17])[N:16]=2)=[C:8]([CH3:21])[O:7][N:6]=1)[CH2:2][CH2:3][CH3:4].[CH:22]1([NH2:25])[CH2:24][CH2:23]1. (4) The reactants are: [Cl:1][C:2]1[CH:7]=[CH:6][C:5]([C:8]#[C:9][C:10]2[CH:37]=[CH:36][C:13]([CH2:14][N:15]([C:26](=[O:35])[C:27]3[CH:32]=[CH:31][C:30]([O:33][CH3:34])=[CH:29][CH:28]=3)[C:16]3[CH:17]=[CH:18][C:19]([OH:25])=[C:20]([CH:24]=3)[C:21]([OH:23])=[O:22])=[CH:12][CH:11]=2)=[CH:4][CH:3]=1.[CH3:38][NH:39][CH2:40][C@@H:41]([C@H:43]([C@@H:45]([C@@H:47]([CH2:49][OH:50])[OH:48])[OH:46])[OH:44])[OH:42]. Given the product [CH3:38][NH:39][CH2:40][C@@H:41]([C@H:43]([C@@H:45]([C@@H:47]([CH2:49][OH:50])[OH:48])[OH:46])[OH:44])[OH:42].[Cl:1][C:2]1[CH:3]=[CH:4][C:5]([C:8]#[C:9][C:10]2[CH:11]=[CH:12][C:13]([CH2:14][N:15]([C:26](=[O:35])[C:27]3[CH:28]=[CH:29][C:30]([O:33][CH3:34])=[CH:31][CH:32]=3)[C:16]3[CH:17]=[CH:18][C:19]([OH:25])=[C:20]([CH:24]=3)[C:21]([OH:23])=[O:22])=[CH:36][CH:37]=2)=[CH:6][CH:7]=1, predict the reactants needed to synthesize it. (5) Given the product [CH3:27][C:25]1[NH:24][N:23]=[C:22]([NH:21][C:13]2[N:12]=[C:11]([O:1][C:2]3[CH:3]=[C:4]([CH:7]=[CH:8][CH:9]=3)[C:5]#[N:6])[C:20]3[C:15]([CH:14]=2)=[CH:16][CH:17]=[CH:18][CH:19]=3)[CH:26]=1, predict the reactants needed to synthesize it. The reactants are: [OH:1][C:2]1[CH:3]=[C:4]([CH:7]=[CH:8][CH:9]=1)[C:5]#[N:6].Cl[C:11]1[C:20]2[C:15](=[CH:16][CH:17]=[CH:18][CH:19]=2)[CH:14]=[C:13]([NH:21][C:22]2[CH:26]=[C:25]([CH3:27])[NH:24][N:23]=2)[N:12]=1. (6) Given the product [Cl:1][C:2]1[CH:3]=[C:4]2[C:5]([C:9]([C:11]3[CH:16]=[CH:15][CH:14]=[CH:13][CH:12]=3)=[C:31]([CH2:27][C:28]([O:29][CH2:23][CH3:24])=[O:35])[C:32](=[O:33])[O:17]2)=[CH:6][C:7]=1[CH3:8], predict the reactants needed to synthesize it. The reactants are: [Cl:1][C:2]1[C:7]([CH3:8])=[CH:6][C:5]([C:9]([C:11]2[CH:16]=[CH:15][CH:14]=[CH:13][CH:12]=2)=O)=[C:4]([OH:17])[CH:3]=1.C(N([CH2:23][CH3:24])CC)C.C([CH:27]([CH2:31][C:32](Cl)=[O:33])[C:28](Cl)=[O:29])C.[OH2:35]. (7) Given the product [C:19]([O:22][C@@H:23]1[C@H:27]([CH2:28][CH2:29][CH2:30][CH2:31][CH2:32][CH2:33][C:34]([O:36][CH3:37])=[O:35])[C@@H:26](/[CH:38]=[CH:7]/[C:8](=[O:16])[C:9]([F:14])([F:15])[CH2:10][CH2:11][CH2:12][CH3:13])[C@H:25]([O:40][CH:41]2[CH2:46][CH2:45][CH2:44][CH2:43][O:42]2)[CH2:24]1)(=[O:21])[CH3:20], predict the reactants needed to synthesize it. The reactants are: COP([CH2:7][C:8](=[O:16])[C:9]([F:15])([F:14])[CH2:10][CH2:11][CH2:12][CH3:13])(=O)OC.[H-].[Na+].[C:19]([O:22][C@@H:23]1[C@H:27]([CH2:28][CH2:29][CH2:30][CH2:31][CH2:32][CH2:33][C:34]([O:36][CH3:37])=[O:35])[C@@H:26]([CH:38]=O)[C@H:25]([O:40][CH:41]2[CH2:46][CH2:45][CH2:44][CH2:43][O:42]2)[CH2:24]1)(=[O:21])[CH3:20].